From a dataset of Forward reaction prediction with 1.9M reactions from USPTO patents (1976-2016). Predict the product of the given reaction. (1) Given the reactants C([Si](C)(C)[O:6][C:7]1[CH:12]=[CH:11][C:10]([C:13]([C:18]2[CH:23]=[CH:22][C:21]([C:24]#[C:25][CH:26]([C:28]3([CH3:34])[CH2:33][CH2:32][CH2:31][CH2:30][CH2:29]3)[OH:27])=[C:20]([CH3:35])[CH:19]=2)([CH2:16][CH3:17])[CH2:14][CH3:15])=[CH:9][C:8]=1[CH3:36])(C)(C)C.[C:39]([O:42][CH2:43][CH3:44])(=[O:41])[CH3:40].[CH2:45]1COCC1, predict the reaction product. The product is: [CH2:14]([C:13]([C:10]1[CH:11]=[CH:12][C:7]([O:6][CH2:44][C@@H:43]2[O:42][C:39](=[O:41])[CH2:40][CH2:45]2)=[C:8]([CH3:36])[CH:9]=1)([C:18]1[CH:23]=[CH:22][C:21]([C:24]#[C:25][CH:26]([OH:27])[C:28]2([CH3:34])[CH2:33][CH2:32][CH2:31][CH2:30][CH2:29]2)=[C:20]([CH3:35])[CH:19]=1)[CH2:16][CH3:17])[CH3:15]. (2) Given the reactants Cl[C:2]1[N:20]=[CH:19][CH:18]=[CH:17][C:3]=1[C:4]([NH:6][C:7]1[CH:12]=[CH:11][CH:10]=[CH:9][C:8]=1[NH:13][CH:14]1[CH2:16][CH2:15]1)=[O:5].[H-].[Na+], predict the reaction product. The product is: [CH:14]1([N:13]2[C:2]3[N:20]=[CH:19][CH:18]=[CH:17][C:3]=3[C:4](=[O:5])[NH:6][C:7]3[CH:12]=[CH:11][CH:10]=[CH:9][C:8]2=3)[CH2:16][CH2:15]1.